This data is from Reaction yield outcomes from USPTO patents with 853,638 reactions. The task is: Predict the reaction yield, written as a fraction of the theoretical maximum amount of product (1.0 means a 100% yield; for example, 0.34 means a 34% yield). (1) The reactants are [Cl:1][C:2]1[CH:3]=[N:4][CH:5]=[CH:6][C:7]=1I.[Br:9][C:10]1[CH:11]=[CH:12][C:13](OC)=[C:14](B(O)O)[CH:15]=1.[C:21](=[O:24])([O-])[O-].[K+].[K+].C1(C)C=CC=CC=1. The catalyst is O.C(O)C. The product is [Br:9][C:10]1[CH:11]=[CH:12][C:13]([C:7]2[CH:6]=[CH:5][N:4]=[CH:3][C:2]=2[Cl:1])=[C:14]([O:24][CH3:21])[CH:15]=1. The yield is 0.832. (2) The reactants are Cl.[NH2:2][CH2:3][C:4]1[CH:12]=[CH:11][CH:10]=[C:9]2[C:5]=1[C:6](=[O:22])[N:7]([CH:14]1[CH2:19][CH2:18][C:17](=[O:20])[NH:16][C:15]1=[O:21])[C:8]2=[O:13].C(N(C(C)C)CC)(C)C.[F:32][C:33]1[CH:34]=[C:35]([CH:39]=[C:40]([F:42])[CH:41]=1)[C:36](Cl)=[O:37]. The catalyst is C(Cl)Cl. The product is [O:21]=[C:15]1[CH:14]([N:7]2[C:6](=[O:22])[C:5]3[C:9](=[CH:10][CH:11]=[CH:12][C:4]=3[CH2:3][NH:2][C:36](=[O:37])[C:35]3[CH:34]=[C:33]([F:32])[CH:41]=[C:40]([F:42])[CH:39]=3)[C:8]2=[O:13])[CH2:19][CH2:18][C:17](=[O:20])[NH:16]1. The yield is 0.540.